Dataset: Catalyst prediction with 721,799 reactions and 888 catalyst types from USPTO. Task: Predict which catalyst facilitates the given reaction. (1) Reactant: C1C[O:4][CH2:3]C1.Br[C:7]1[CH:12]=[CH:11][C:10]([CH2:13][CH2:14][O:15][C:16]2[CH:21]=[CH:20][C:19]([F:22])=[CH:18][CH:17]=2)=[CH:9][CH:8]=1.[Li]CCCC.CN(C=O)C. Product: [F:22][C:19]1[CH:20]=[CH:21][C:16]([O:15][CH2:14][CH2:13][C:10]2[CH:11]=[CH:12][C:7]([CH:3]=[O:4])=[CH:8][CH:9]=2)=[CH:17][CH:18]=1. The catalyst class is: 81. (2) Product: [Br:1][C:2]1[C:3]([OH:12])=[CH:4][C:5]([OH:10])=[C:6]([CH:9]=1)[CH:7]=[O:8]. Reactant: [Br:1][C:2]1[C:3]([O:12]C)=[CH:4][C:5]([O:10]C)=[C:6]([CH:9]=1)[CH:7]=[O:8].B(Br)(Br)Br. The catalyst class is: 4. (3) Reactant: [H-].[Na+].[CH3:3][O:4][C:5]([C:7]1[N:8]([NH:12][C:13]([O:15][C:16]([CH3:19])([CH3:18])[CH3:17])=[O:14])[CH:9]=[CH:10][CH:11]=1)=[O:6].[CH2:20](Br)[C:21]1[CH:26]=[CH:25][CH:24]=[CH:23][CH:22]=1. Product: [CH3:3][O:4][C:5]([C:7]1[N:8]([N:12]([CH2:20][C:21]2[CH:26]=[CH:25][CH:24]=[CH:23][CH:22]=2)[C:13]([O:15][C:16]([CH3:19])([CH3:18])[CH3:17])=[O:14])[CH:9]=[CH:10][CH:11]=1)=[O:6]. The catalyst class is: 3. (4) Reactant: O=[C:2]1[C:10]2([CH2:15][CH2:14][CH2:13][CH2:12][CH2:11]2)[C:9]2[C:4](=[CH:5][CH:6]=[C:7]([C:16]3[N:20]([CH3:21])[C:19]([C:22]#[N:23])=[CH:18][CH:17]=3)[CH:8]=2)[NH:3]1.COC1C=CC(P2(SP(C3C=CC(OC)=CC=3)(=S)S2)=[S:33])=CC=1.O. Product: [S:33]=[C:2]1[C:10]2([CH2:15][CH2:14][CH2:13][CH2:12][CH2:11]2)[C:9]2[C:4](=[CH:5][CH:6]=[C:7]([C:16]3[N:20]([CH3:21])[C:19]([C:22]#[N:23])=[CH:18][CH:17]=3)[CH:8]=2)[NH:3]1. The catalyst class is: 11. (5) Reactant: [Br:1][C:2]1[CH:8]=[C:7]([Cl:9])[CH:6]=[C:5]([F:10])[C:3]=1[NH2:4].[C:11](=O)(OC(Cl)(Cl)Cl)[O:12]C(Cl)(Cl)Cl.O1CCOCC1. Product: [Br:1][C:2]1[CH:8]=[C:7]([Cl:9])[CH:6]=[C:5]([F:10])[C:3]=1[N:4]=[C:11]=[O:12]. The catalyst class is: 5. (6) Reactant: [C:1]1([P:7]([C:14]2[CH:19]=[CH:18][CH:17]=[CH:16][CH:15]=2)[C:8]2[CH:13]=[CH:12][CH:11]=[CH:10][CH:9]=2)[CH:6]=[CH:5][CH:4]=[CH:3][CH:2]=1.[Br:20][CH2:21][CH2:22][C:23]1[CH:28]=[CH:27][CH:26]=[CH:25][CH:24]=1. Product: [Br-:20].[C:23]1([CH2:22][CH2:21][P+:7]([C:1]2[CH:2]=[CH:3][CH:4]=[CH:5][CH:6]=2)([C:8]2[CH:13]=[CH:12][CH:11]=[CH:10][CH:9]=2)[C:14]2[CH:15]=[CH:16][CH:17]=[CH:18][CH:19]=2)[CH:28]=[CH:27][CH:26]=[CH:25][CH:24]=1. The catalyst class is: 11.